Dataset: Forward reaction prediction with 1.9M reactions from USPTO patents (1976-2016). Task: Predict the product of the given reaction. The product is: [I:13][C:3]1[C:2]([NH:1][C:20]([C:19]2[C:15]([CH3:14])=[N:16][N:17]([CH:23]3[CH2:28][CH2:27][CH2:26][CH2:25][O:24]3)[CH:18]=2)=[O:21])=[CH:11][C:10]2[CH2:9][C:8](=[O:12])[CH2:7][CH2:6][C:5]=2[CH:4]=1. Given the reactants [NH2:1][C:2]1[CH:11]=[C:10]2[C:5]([CH2:6][CH2:7][C:8](=[O:12])[CH2:9]2)=[CH:4][C:3]=1[I:13].[CH3:14][C:15]1[C:19]([C:20](O)=[O:21])=[CH:18][N:17]([CH:23]2[CH2:28][CH2:27][CH2:26][CH2:25][O:24]2)[N:16]=1.C1CN(C(Cl)=[N+]2CCCC2)CC1.F[P-](F)(F)(F)(F)F.CCN(C(C)C)C(C)C, predict the reaction product.